This data is from Full USPTO retrosynthesis dataset with 1.9M reactions from patents (1976-2016). The task is: Predict the reactants needed to synthesize the given product. Given the product [Cl:1][C:2]1[CH:7]=[CH:6][C:5]2[N:18]([C:12]3[CH:17]=[CH:16][CH:15]=[CH:14][CH:13]=3)[C:19]([CH3:20])=[N:9][C:4]=2[CH:3]=1, predict the reactants needed to synthesize it. The reactants are: [Cl:1][C:2]1[CH:7]=[CH:6][C:5](Br)=[C:4]([N+:9]([O-])=O)[CH:3]=1.[C:12]1([NH:18][C:19](=O)[CH3:20])[CH:17]=[CH:16][CH:15]=[CH:14][CH:13]=1.